From a dataset of NCI-60 drug combinations with 297,098 pairs across 59 cell lines. Regression. Given two drug SMILES strings and cell line genomic features, predict the synergy score measuring deviation from expected non-interaction effect. (1) Drug 1: CN1C2=C(C=C(C=C2)N(CCCl)CCCl)N=C1CCCC(=O)O.Cl. Drug 2: CC(C)CN1C=NC2=C1C3=CC=CC=C3N=C2N. Cell line: SF-539. Synergy scores: CSS=0.534, Synergy_ZIP=2.01, Synergy_Bliss=2.36, Synergy_Loewe=-1.50, Synergy_HSA=-3.00. (2) Drug 1: C1C(C(OC1N2C=NC3=C(N=C(N=C32)Cl)N)CO)O. Drug 2: CC1=C2C(C(=O)C3(C(CC4C(C3C(C(C2(C)C)(CC1OC(=O)C(C(C5=CC=CC=C5)NC(=O)OC(C)(C)C)O)O)OC(=O)C6=CC=CC=C6)(CO4)OC(=O)C)O)C)O. Cell line: MDA-MB-435. Synergy scores: CSS=20.8, Synergy_ZIP=-9.84, Synergy_Bliss=-0.956, Synergy_Loewe=-2.06, Synergy_HSA=0.156. (3) Drug 1: C1CC(=O)NC(=O)C1N2CC3=C(C2=O)C=CC=C3N. Drug 2: CCCCCOC(=O)NC1=NC(=O)N(C=C1F)C2C(C(C(O2)C)O)O. Cell line: OVCAR-4. Synergy scores: CSS=0.174, Synergy_ZIP=-0.0430, Synergy_Bliss=0.282, Synergy_Loewe=-0.355, Synergy_HSA=-0.445. (4) Drug 1: C1=CN(C=N1)CC(O)(P(=O)(O)O)P(=O)(O)O. Drug 2: CC1CCCC2(C(O2)CC(NC(=O)CC(C(C(=O)C(C1O)C)(C)C)O)C(=CC3=CSC(=N3)C)C)C. Cell line: UACC-257. Synergy scores: CSS=20.2, Synergy_ZIP=1.31, Synergy_Bliss=0.281, Synergy_Loewe=-8.39, Synergy_HSA=1.57. (5) Drug 1: CN1C(=O)N2C=NC(=C2N=N1)C(=O)N. Drug 2: CC1CCC2CC(C(=CC=CC=CC(CC(C(=O)C(C(C(=CC(C(=O)CC(OC(=O)C3CCCCN3C(=O)C(=O)C1(O2)O)C(C)CC4CCC(C(C4)OC)OCCO)C)C)O)OC)C)C)C)OC. Cell line: HL-60(TB). Synergy scores: CSS=9.55, Synergy_ZIP=-6.76, Synergy_Bliss=-4.96, Synergy_Loewe=-5.46, Synergy_HSA=-5.44. (6) Drug 1: C1CN1C2=NC(=NC(=N2)N3CC3)N4CC4. Drug 2: CS(=O)(=O)OCCCCOS(=O)(=O)C. Cell line: LOX IMVI. Synergy scores: CSS=29.6, Synergy_ZIP=-2.41, Synergy_Bliss=-3.01, Synergy_Loewe=-17.7, Synergy_HSA=-2.75. (7) Drug 1: CCC1=CC2CC(C3=C(CN(C2)C1)C4=CC=CC=C4N3)(C5=C(C=C6C(=C5)C78CCN9C7C(C=CC9)(C(C(C8N6C)(C(=O)OC)O)OC(=O)C)CC)OC)C(=O)OC.C(C(C(=O)O)O)(C(=O)O)O. Drug 2: C1=CC=C(C(=C1)C(C2=CC=C(C=C2)Cl)C(Cl)Cl)Cl. Cell line: NCI-H226. Synergy scores: CSS=44.3, Synergy_ZIP=0.675, Synergy_Bliss=1.36, Synergy_Loewe=-26.3, Synergy_HSA=1.69. (8) Drug 1: CC1=C2C(C(=O)C3(C(CC4C(C3C(C(C2(C)C)(CC1OC(=O)C(C(C5=CC=CC=C5)NC(=O)OC(C)(C)C)O)O)OC(=O)C6=CC=CC=C6)(CO4)OC(=O)C)OC)C)OC. Cell line: SK-MEL-5. Drug 2: B(C(CC(C)C)NC(=O)C(CC1=CC=CC=C1)NC(=O)C2=NC=CN=C2)(O)O. Synergy scores: CSS=46.7, Synergy_ZIP=10.2, Synergy_Bliss=8.15, Synergy_Loewe=-0.858, Synergy_HSA=5.88. (9) Drug 1: C1CC(=O)NC(=O)C1N2C(=O)C3=CC=CC=C3C2=O. Drug 2: CC(C)NC(=O)C1=CC=C(C=C1)CNNC.Cl. Cell line: SK-MEL-28. Synergy scores: CSS=4.14, Synergy_ZIP=-3.38, Synergy_Bliss=-3.49, Synergy_Loewe=-0.512, Synergy_HSA=-0.639. (10) Drug 1: CC1=CC=C(C=C1)C2=CC(=NN2C3=CC=C(C=C3)S(=O)(=O)N)C(F)(F)F. Drug 2: CC1=C(C(=CC=C1)Cl)NC(=O)C2=CN=C(S2)NC3=CC(=NC(=N3)C)N4CCN(CC4)CCO. Cell line: RXF 393. Synergy scores: CSS=11.1, Synergy_ZIP=3.37, Synergy_Bliss=16.6, Synergy_Loewe=2.41, Synergy_HSA=7.36.